From a dataset of Aqueous solubility values for 9,982 compounds from the AqSolDB database. Regression/Classification. Given a drug SMILES string, predict its absorption, distribution, metabolism, or excretion properties. Task type varies by dataset: regression for continuous measurements (e.g., permeability, clearance, half-life) or binary classification for categorical outcomes (e.g., BBB penetration, CYP inhibition). For this dataset (solubility_aqsoldb), we predict Y. (1) The drug is COc1cc2nc(N3CCN(C(=O)C4CCCO4)CC3)nc(N)c2cc1OC. The Y is -1.80 log mol/L. (2) The compound is O=C(O)CCC(=O)O. The Y is -0.170 log mol/L. (3) The compound is C=CC(=O)OCCN(C)S(=O)(=O)C(F)(F)C(F)(F)C(F)(F)C(F)(F)F. The Y is -5.31 log mol/L. (4) The drug is CCN(CC)c1ccc2c(C)cc(=O)oc2c1. The Y is -4.00 log mol/L. (5) The compound is CCCCCCCCCCCCCC(=O)O. The Y is -5.33 log mol/L. (6) The molecule is O=S(=O)(O)c1ccccc1N=C1C=CC(=C(c2ccc(Nc3ccccc3)cc2)c2ccc(Nc3ccccc3)cc2)C=C1. The Y is -8.38 log mol/L. (7) The Y is -3.37 log mol/L. The compound is CC1CN(c2c(F)c(N)c3c(=O)c(C(=O)O)cn(C4CC4)c3c2F)CC(C)N1.